From a dataset of Reaction yield outcomes from USPTO patents with 853,638 reactions. Predict the reaction yield, written as a fraction of the theoretical maximum amount of product (1.0 means a 100% yield; for example, 0.34 means a 34% yield). The reactants are Br[C:2]1[CH:7]=[C:6]([O:8][CH3:9])[C:5]([O:10][CH3:11])=[CH:4][C:3]=1[CH:12]1[O:16][CH2:15][CH2:14][O:13]1.O1CCCC1.C([Li])CCC.[CH:27]1[C:32]([CH:33]=[O:34])=[CH:31][C:30]2[O:35][CH2:36][O:37][C:29]=2[CH:28]=1. The yield is 0.300. The catalyst is C(=O)=O.CC(C)=O. The product is [O:13]1[CH2:14][CH2:15][O:16][CH:12]1[C:3]1[CH:4]=[C:5]([O:10][CH3:11])[C:6]([O:8][CH3:9])=[CH:7][C:2]=1[CH:33]([C:32]1[CH:27]=[CH:28][C:29]2[O:37][CH2:36][O:35][C:30]=2[CH:31]=1)[OH:34].